This data is from Full USPTO retrosynthesis dataset with 1.9M reactions from patents (1976-2016). The task is: Predict the reactants needed to synthesize the given product. Given the product [CH3:25][O:24][C:7]1[CH:6]=[CH:5][C:4]2[N:3]=[C:2]([NH:26][C:27]3[CH:36]=[C:35]4[C:30]([C:31]([OH:37])=[N:32][CH:33]=[N:34]4)=[CH:29][CH:28]=3)[C:11]3[NH:12][N:13]=[CH:14][C:10]=3[C:9]=2[CH:8]=1, predict the reactants needed to synthesize it. The reactants are: Cl[C:2]1[C:11]2=[N:12][N:13](CC3C=CC(OC)=CC=3)[CH:14]=[C:10]2[C:9]2[CH:8]=[C:7]([O:24][CH3:25])[CH:6]=[CH:5][C:4]=2[N:3]=1.[NH2:26][C:27]1[CH:36]=[C:35]2[C:30]([C:31]([OH:37])=[N:32][CH:33]=[N:34]2)=[CH:29][CH:28]=1.Cl.